From a dataset of Catalyst prediction with 721,799 reactions and 888 catalyst types from USPTO. Predict which catalyst facilitates the given reaction. Reactant: [Cl:1][C:2]1[C:3]([O:5][CH2:6][C:7]=1[C:8]1[CH:13]=[CH:12][C:11](SC)=[CH:10][CH:9]=1)=[O:4].O[O:17][S:18]([O-:20])=O.[K+].S([O-])(O[O-])(=O)=O.[K+].[K+].[CH3:30]C(C)=O. The catalyst class is: 6. Product: [Cl:1][C:2]1[C:3]([O:5][CH2:6][C:7]=1[C:8]1[CH:9]=[CH:10][C:11]([S:18]([CH3:30])(=[O:20])=[O:17])=[CH:12][CH:13]=1)=[O:4].